Dataset: NCI-60 drug combinations with 297,098 pairs across 59 cell lines. Task: Regression. Given two drug SMILES strings and cell line genomic features, predict the synergy score measuring deviation from expected non-interaction effect. (1) Drug 1: CC(C)CN1C=NC2=C1C3=CC=CC=C3N=C2N. Drug 2: C(CN)CNCCSP(=O)(O)O. Cell line: IGROV1. Synergy scores: CSS=1.05, Synergy_ZIP=-0.527, Synergy_Bliss=0.0285, Synergy_Loewe=-0.311, Synergy_HSA=-0.107. (2) Drug 1: C1=C(C(=O)NC(=O)N1)F. Drug 2: C1C(C(OC1N2C=NC3=C2NC=NCC3O)CO)O. Cell line: DU-145. Synergy scores: CSS=34.5, Synergy_ZIP=-3.36, Synergy_Bliss=-6.16, Synergy_Loewe=-3.90, Synergy_HSA=-3.78. (3) Drug 1: CN(C)C1=NC(=NC(=N1)N(C)C)N(C)C. Drug 2: CCN(CC)CCNC(=O)C1=C(NC(=C1C)C=C2C3=C(C=CC(=C3)F)NC2=O)C. Cell line: MALME-3M. Synergy scores: CSS=-5.03, Synergy_ZIP=1.03, Synergy_Bliss=-0.532, Synergy_Loewe=-15.8, Synergy_HSA=-6.55.